From a dataset of Catalyst prediction with 721,799 reactions and 888 catalyst types from USPTO. Predict which catalyst facilitates the given reaction. (1) Reactant: [CH2:12]([Sn]([CH2:12][CH2:13][CH2:14][CH3:15])([CH2:12][CH2:13][CH2:14][CH3:15])C=C)[CH2:13][CH2:14][CH3:15].BrC1[CH:32]=[CH:31][C:20]([CH2:21][CH2:22][NH:23][C:24](=[O:30])[O:25][C:26]([CH3:29])([CH3:28])[CH3:27])=[CH:19]C=1.[CH3:33]N(C=O)C. Product: [CH3:33][N:23]([CH2:22][CH2:21][C:20]1[CH:19]=[CH:12][C:13]([CH:14]=[CH2:15])=[CH:32][CH:31]=1)[C:24](=[O:30])[O:25][C:26]([CH3:27])([CH3:28])[CH3:29]. The catalyst class is: 73. (2) Reactant: C([O:3][C:4]([C:6]1[CH:25]=[C:9]2[C:10](=[O:24])[NH:11][C:12]([C:14]3[CH:19]=[CH:18][C:17]([C:20]([CH3:23])([CH3:22])[CH3:21])=[CH:16][CH:15]=3)=[CH:13][N:8]2[N:7]=1)=[O:5])C.[OH-].[Na+]. Product: [C:20]([C:17]1[CH:16]=[CH:15][C:14]([C:12]2[NH:11][C:10](=[O:24])[C:9]3[N:8]([N:7]=[C:6]([C:4]([OH:5])=[O:3])[CH:25]=3)[CH:13]=2)=[CH:19][CH:18]=1)([CH3:23])([CH3:21])[CH3:22]. The catalyst class is: 57. (3) Reactant: [ClH:1].[CH3:2][C:3]1[C:8]([CH3:9])=[CH:7][CH:6]=[CH:5][C:4]=1[NH:10]N.O.Cl.[NH:14]1[CH2:19][CH2:18][C:17](=O)[CH2:16][CH2:15]1.Cl. Product: [ClH:1].[CH3:2][C:3]1[C:4]2[NH:10][C:17]3[CH2:18][CH2:19][NH:14][CH2:15][C:16]=3[C:5]=2[CH:6]=[CH:7][C:8]=1[CH3:9]. The catalyst class is: 14. (4) Reactant: [CH3:1][N:2]([CH3:20])[CH:3]1[CH2:8][CH2:7][CH:6]([NH:9][C:10](=[O:19])[O:11][CH2:12][C:13]2[CH:18]=[CH:17][CH:16]=[CH:15][CH:14]=2)[CH2:5][CH2:4]1.[H-].[Na+].I[CH2:24][CH2:25][OH:26]. Product: [CH3:1][N:2]([CH3:20])[CH:3]1[CH2:8][CH2:7][CH:6]([N:9]([CH2:24][CH2:25][OH:26])[C:10](=[O:19])[O:11][CH2:12][C:13]2[CH:14]=[CH:15][CH:16]=[CH:17][CH:18]=2)[CH2:5][CH2:4]1. The catalyst class is: 7. (5) Product: [S:1]1[CH:5]=[CH:4][CH:3]=[C:2]1[C:6]1([C:7]#[N:8])[CH2:13][CH2:12]1. The catalyst class is: 16. Reactant: [S:1]1[CH:5]=[CH:4][CH:3]=[C:2]1[CH2:6][C:7]#[N:8].[H-].[Na+].Br[CH2:12][CH2:13]Br. (6) Reactant: [Cl:1][C:2]1[C:3]([F:34])=[C:4]([CH:31]=[CH:32][CH:33]=1)[CH2:5][C:6]1[C:7]([F:30])=[N:8][C:9](F)=[C:10]([CH:28]=1)[C:11]([C:13](=[CH:19][NH:20][C@@H:21]([C:24]([CH3:27])([CH3:26])[CH3:25])[CH2:22][OH:23])[C:14]([O:16][CH2:17][CH3:18])=[O:15])=[O:12].C(=O)([O-])[O-].[K+].[K+]. Product: [CH2:17]([O:16][C:14]([C:13]1[C:11](=[O:12])[C:10]2[C:9](=[N:8][C:7]([F:30])=[C:6]([CH2:5][C:4]3[CH:31]=[CH:32][CH:33]=[C:2]([Cl:1])[C:3]=3[F:34])[CH:28]=2)[N:20]([C@H:21]([CH2:22][OH:23])[C:24]([CH3:25])([CH3:26])[CH3:27])[CH:19]=1)=[O:15])[CH3:18]. The catalyst class is: 3. (7) The catalyst class is: 23. Product: [CH:13]1([N:1]2[CH:5]=[CH:4][CH:3]=[N:2]2)[CH2:16][CH2:15][CH2:14]1. Reactant: [NH:1]1[CH:5]=[CH:4][CH:3]=[N:2]1.C([O-])([O-])=O.[Cs+].[Cs+].Br[CH:13]1[CH2:16][CH2:15][CH2:14]1.